This data is from Reaction yield outcomes from USPTO patents with 853,638 reactions. The task is: Predict the reaction yield, written as a fraction of the theoretical maximum amount of product (1.0 means a 100% yield; for example, 0.34 means a 34% yield). (1) The reactants are [C:1]([C:3]1[CH:4]([C:20]2[CH:25]=[CH:24][C:23]([CH3:26])=[CH:22][CH:21]=2)[C:5]([C:16]([O:18][CH3:19])=[O:17])=[C:6]([CH2:14][CH3:15])[NH:7][C:8]=1[CH2:9][C:10]([CH3:13])([CH3:12])[CH3:11])#[N:2].[N+]([O-])([O-])=O.[NH4+].[Ce]. The catalyst is CC(C)=O.O. The product is [C:1]([C:3]1[C:8]([CH2:9][C:10]([CH3:11])([CH3:13])[CH3:12])=[N:7][C:6]([CH2:14][CH3:15])=[C:5]([C:4]=1[C:20]1[CH:21]=[CH:22][C:23]([CH3:26])=[CH:24][CH:25]=1)[C:16]([O:18][CH3:19])=[O:17])#[N:2]. The yield is 0.830. (2) The reactants are C(OC([NH:8][CH2:9][CH2:10][CH2:11][CH2:12][N:13]1[C:23](=[O:24])[C:22]2[N:25]3[C:15](=[CH:16][N:17]=[C:18]3[CH:19]=[CH:20][CH:21]=2)[C:14]1=[O:26])=O)(C)(C)C.[ClH:27]. The catalyst is CO. The product is [ClH:27].[ClH:27].[NH2:8][CH2:9][CH2:10][CH2:11][CH2:12][N:13]1[C:23](=[O:24])[C:22]2[N:25]3[C:15](=[CH:16][N:17]=[C:18]3[CH:19]=[CH:20][CH:21]=2)[C:14]1=[O:26]. The yield is 0.991. (3) The reactants are [C:1]1([NH2:11])[C:10]2[C:5](=[CH:6][CH:7]=[CH:8][CH:9]=2)[CH:4]=[CH:3][CH:2]=1.[C:12]1(=O)[O:17][C:15](=[O:16])[CH2:14][CH2:13]1.CN1CCOCC1. The catalyst is O1CCOCC1. The product is [C:1]1([N:11]2[C:15](=[O:16])[CH2:14][CH2:13][C:12]2=[O:17])[C:10]2[C:5](=[CH:6][CH:7]=[CH:8][CH:9]=2)[CH:4]=[CH:3][CH:2]=1. The yield is 0.660. (4) The reactants are [NH2:1][C:2]1[N:7]=[CH:6][N:5]=[C:4]2[N:8]([CH:33]3[CH2:38][CH2:37][NH:36][CH2:35][CH2:34]3)[N:9]=[C:10]([C:11]3[CH:16]=[CH:15][C:14]([NH:17][C:18](=[O:30])[C:19]4[CH:24]=[CH:23][C:22]([C:25]([F:28])([F:27])[F:26])=[CH:21][C:20]=4[F:29])=[C:13]([O:31][CH3:32])[CH:12]=3)[C:3]=12.[C:39]([OH:46])(=[O:45])/[CH:40]=[CH:41]\[C:42]([OH:44])=[O:43]. The catalyst is C(OCC)(=O)C. The product is [C:39]([OH:46])(=[O:45])/[CH:40]=[CH:41]\[C:42]([OH:44])=[O:43].[C:39]([OH:46])(=[O:45])/[CH:40]=[CH:41]\[C:42]([OH:44])=[O:43].[NH2:1][C:2]1[N:7]=[CH:6][N:5]=[C:4]2[N:8]([CH:33]3[CH2:38][CH2:37][NH:36][CH2:35][CH2:34]3)[N:9]=[C:10]([C:11]3[CH:16]=[CH:15][C:14]([NH:17][C:18](=[O:30])[C:19]4[CH:24]=[CH:23][C:22]([C:25]([F:28])([F:26])[F:27])=[CH:21][C:20]=4[F:29])=[C:13]([O:31][CH3:32])[CH:12]=3)[C:3]=12. The yield is 0.900. (5) The reactants are CC1C=CC(S(O[CH2:12][CH2:13][CH2:14][C:15]2[C:23]3[C:18](=[CH:19][CH:20]=[C:21]([F:24])[CH:22]=3)[NH:17][CH:16]=2)(=O)=O)=CC=1.[CH3:25][O:26][C:27]1[CH:32]=[C:31]([O:33][CH3:34])[N:30]=[C:29]([N:35]2[CH2:40][CH2:39][NH:38][CH2:37][CH2:36]2)[N:28]=1.C(=O)([O-])[O-].[K+].[K+].[I-].[K+]. The catalyst is C(#N)C. The product is [CH3:25][O:26][C:27]1[CH:32]=[C:31]([O:33][CH3:34])[N:30]=[C:29]([N:35]2[CH2:36][CH2:37][N:38]([CH2:12][CH2:13][CH2:14][C:15]3[C:23]4[C:18](=[CH:19][CH:20]=[C:21]([F:24])[CH:22]=4)[NH:17][CH:16]=3)[CH2:39][CH2:40]2)[N:28]=1. The yield is 0.780. (6) The reactants are [Cl:1][C:2]1[CH:7]=[C:6]([C:8]#[N:9])[CH:5]=[CH:4][N:3]=1.C[O-].[Na+].[NH2:13][C:14]1[CH:22]=[N:21][CH:20]=[C:19]([O:23][CH3:24])[C:15]=1[C:16]([OH:18])=O. The catalyst is CO. The product is [Cl:1][C:2]1[CH:7]=[C:6]([C:8]2[N:9]=[C:16]([OH:18])[C:15]3[C:19]([O:23][CH3:24])=[CH:20][N:21]=[CH:22][C:14]=3[N:13]=2)[CH:5]=[CH:4][N:3]=1. The yield is 0.570. (7) The reactants are [CH3:1][C@H:2]1[CH2:7][CH2:6][CH2:5][C@@H:4]([CH3:8])[N:3]1[C:9]1[N:13]2[CH:14]=[C:15]([O:18][C@H:19]3[C:28]4[C:23](=[CH:24][CH:25]=[CH:26][CH:27]=4)[C@@H:22]([NH2:29])[CH2:21][CH2:20]3)[CH:16]=[CH:17][C:12]2=[N:11][N:10]=1.ClC(Cl)(Cl)C[O:33][C:34](=[O:53])[NH:35][C:36]1[N:37]([C:45]2[CH:50]=[CH:49][CH:48]=[C:47]([CH2:51]O)[CH:46]=2)[N:38]=[C:39]([C:41]([CH3:44])([CH3:43])[CH3:42])[CH:40]=1.[CH3:56][CH2:57][N:58](C(C)C)[CH:59]([CH3:61])C.[O:65]1CCOCC1. No catalyst specified. The product is [CH:34]([OH:53])=[O:33].[C:41]([C:39]1[CH:40]=[C:36]([NH:35][C:34]([NH:29][C@@H:22]2[C:23]3[C:28](=[CH:27][CH:26]=[CH:25][CH:24]=3)[C@H:19]([O:18][C:15]3[CH:16]=[CH:17][C:12]4[N:13]([C:9]([N:3]5[C@H:2]([CH3:1])[CH2:7][CH2:6][CH2:5][C@@H:4]5[CH3:8])=[N:10][N:11]=4)[CH:14]=3)[CH2:20][CH2:21]2)=[O:53])[N:37]([C:45]2[CH:50]=[CH:49][CH:48]=[C:47]([CH2:51][N:58]3[CH2:59][CH2:61][O:65][CH2:56][CH2:57]3)[CH:46]=2)[N:38]=1)([CH3:43])([CH3:42])[CH3:44]. The yield is 0.950.